Dataset: Full USPTO retrosynthesis dataset with 1.9M reactions from patents (1976-2016). Task: Predict the reactants needed to synthesize the given product. (1) Given the product [OH:18][C:19]1[CH:25]=[CH:24][C:23]([S:26][C:27]([F:30])([F:28])[F:29])=[CH:22][C:20]=1[NH:21][C:15]([NH:14][C:9]1[CH:8]=[CH:7][C:12]([CH3:31])=[CH:11][CH:10]=1)=[O:16], predict the reactants needed to synthesize it. The reactants are: C1(C)C=CC=CC=1[C:7]1[CH:8]=[C:9]([N:14]=[C:15]=[O:16])[C:10](C)=[CH:11][CH:12]=1.[OH:18][C:19]1[CH:25]=[CH:24][C:23]([S:26][C:27]([F:30])([F:29])[F:28])=[CH:22][C:20]=1[NH2:21].[CH3:31]COC(C)=O. (2) Given the product [F:1][C:2]1[CH:3]=[C:4]([CH:7]=[CH:8][C:9]=1[C:10]([F:11])([F:12])[F:13])[CH2:5][NH:6][C:25](=[O:26])[CH:24]([C:19]1[CH:20]=[CH:21][CH:22]=[C:23]2[C:18]=1[CH:17]=[CH:16][N:15]=[CH:14]2)[CH3:28], predict the reactants needed to synthesize it. The reactants are: [F:1][C:2]1[CH:3]=[C:4]([CH:7]=[CH:8][C:9]=1[C:10]([F:13])([F:12])[F:11])[CH2:5][NH2:6].[CH:14]1[C:23]2[C:18](=[C:19]([CH:24]([CH3:28])[C:25](O)=[O:26])[CH:20]=[CH:21][CH:22]=2)[CH:17]=[CH:16][N:15]=1.C1C2C(=C(CC(O)=O)C=CC=2)C=CN=1. (3) Given the product [NH2:1][C:2]1[N:7]=[CH:6][C:5]([C:8]2[CH:16]=[CH:15][CH:14]=[C:10]([C:11](=[O:13])[NH2:26])[CH:9]=2)=[CH:4][C:3]=1[C:17]([NH:18][C:19]1[CH:24]=[CH:23][N:22]=[CH:21][CH:20]=1)=[O:25], predict the reactants needed to synthesize it. The reactants are: [NH2:1][C:2]1[N:7]=[CH:6][C:5]([C:8]2[CH:9]=[C:10]([CH:14]=[CH:15][CH:16]=2)[C:11]([OH:13])=O)=[CH:4][C:3]=1[C:17](=[O:25])[NH:18][C:19]1[CH:24]=[CH:23][N:22]=[CH:21][CH:20]=1.[NH3:26]. (4) Given the product [NH2:1][C:2]1[N:7]=[CH:6][C:5]([C:8]2[CH:16]=[CH:15][C:11]([C:12](=[O:13])[NH2:26])=[CH:10][CH:9]=2)=[CH:4][C:3]=1[C:17]([NH:18][C:19]1[CH:24]=[CH:23][N:22]=[CH:21][CH:20]=1)=[O:25], predict the reactants needed to synthesize it. The reactants are: [NH2:1][C:2]1[N:7]=[CH:6][C:5]([C:8]2[CH:16]=[CH:15][C:11]([C:12](O)=[O:13])=[CH:10][CH:9]=2)=[CH:4][C:3]=1[C:17](=[O:25])[NH:18][C:19]1[CH:24]=[CH:23][N:22]=[CH:21][CH:20]=1.[NH3:26]. (5) Given the product [C:1]1([C:14]2[CH:19]=[CH:18][C:17]([CH3:20])=[CH:16][C:15]=2[C:21]([F:22])([F:24])[F:23])[CH2:6][CH2:5][CH2:4][CH2:3][CH:2]=1, predict the reactants needed to synthesize it. The reactants are: [C:1]1(B(O)O)[CH2:6][CH2:5][CH2:4][CH2:3][CH:2]=1.C[O-].[Na+].Br[C:14]1[CH:19]=[CH:18][C:17]([CH3:20])=[CH:16][C:15]=1[C:21]([F:24])([F:23])[F:22]. (6) The reactants are: Cl[CH2:2][C:3]1[O:4][C:5](=[O:9])[O:6][C:7]=1[CH3:8].O=C(C1C=CC=CC=1)C[O:13][C:14](=[O:42])[C@H:15]([OH:41])[CH2:16][N:17]([CH2:27][C:28]1[CH:33]=[CH:32][C:31]([C:34]2[CH:39]=[CH:38][CH:37]=[C:36]([Cl:40])[CH:35]=2)=[CH:30][CH:29]=1)[NH:18][C:19]([C:21]1[O:25][N:24]=[C:23]([OH:26])[CH:22]=1)=[O:20].C(=O)([O-])[O-].[Cs+].[Cs+].CC(O)=O. Given the product [Cl:40][C:36]1[CH:35]=[C:34]([C:31]2[CH:30]=[CH:29][C:28]([CH2:27][N:17]([CH2:16][C@@H:15]([OH:41])[C:14]([OH:42])=[O:13])[NH:18][C:19]([C:21]3[O:25][N:24]=[C:23]([O:26][CH2:2][C:3]4[O:4][C:5](=[O:9])[O:6][C:7]=4[CH3:8])[CH:22]=3)=[O:20])=[CH:33][CH:32]=2)[CH:39]=[CH:38][CH:37]=1, predict the reactants needed to synthesize it.